This data is from Full USPTO retrosynthesis dataset with 1.9M reactions from patents (1976-2016). The task is: Predict the reactants needed to synthesize the given product. (1) Given the product [C:10]([O:9][C:7](=[O:8])[NH:6][CH2:5][C:4]([NH:15][NH2:16])=[O:3])([CH3:13])([CH3:12])[CH3:11], predict the reactants needed to synthesize it. The reactants are: C([O:3][C:4](=O)[CH2:5][NH:6][C:7]([O:9][C:10]([CH3:13])([CH3:12])[CH3:11])=[O:8])C.[NH2:15][NH2:16]. (2) Given the product [F:1][C:2]1[CH:3]=[CH:4][C:5]([C:8]([O:10][CH3:11])=[O:9])=[N+:6]([O-:20])[CH:7]=1, predict the reactants needed to synthesize it. The reactants are: [F:1][C:2]1[CH:3]=[CH:4][C:5]([C:8]([O:10][CH3:11])=[O:9])=[N:6][CH:7]=1.C1C=C(Cl)C=C(C(OO)=[O:20])C=1.[O-]S([O-])(=S)=O.[Na+].[Na+].CO. (3) Given the product [CH3:8][C:2]([S:9][C:10]1[CH:15]=[CH:14][CH:13]=[CH:12][C:11]=1[C:16]1[CH:17]=[CH:18][N:19]=[CH:20][CH:21]=1)([CH3:1])[C:3]([OH:5])=[O:4], predict the reactants needed to synthesize it. The reactants are: [CH3:1][C:2]([S:9][C:10]1[CH:15]=[CH:14][CH:13]=[CH:12][C:11]=1[C:16]1[CH:21]=[CH:20][N:19]=[CH:18][CH:17]=1)([CH3:8])[C:3]([O:5]CC)=[O:4].[OH-].[Na+]. (4) Given the product [OH:1][C:2]1[CH:3]=[C:4]2[C:27](=[CH:28][C:29]=1[O:30][CH3:31])[C:7]1[NH:8][N:9]=[C:10]([C:11]3[CH:12]=[CH:13][C:14]([C:17]#[N:18])=[N:15][CH:16]=3)[C:6]=1[C:5]2([CH3:33])[CH3:32], predict the reactants needed to synthesize it. The reactants are: [OH:1][C:2]1[CH:3]=[C:4]2[C:27](=[CH:28][C:29]=1[O:30][CH3:31])[C:7]1[N:8](COCC[Si](C)(C)C)[N:9]=[C:10]([C:11]3[CH:12]=[CH:13][C:14]([C:17]#[N:18])=[N:15][CH:16]=3)[C:6]=1[C:5]2([CH3:33])[CH3:32]. (5) Given the product [C:1]([O:5][C:6]([N:8]([C:23]([O:25][C:26]([CH3:27])([CH3:29])[CH3:28])=[O:24])[C@H:9]([C:10]([O:12][CH2:13][CH3:14])=[O:11])[CH2:15][CH:16]([F:22])[CH2:17][CH2:18][N+:19]([O-:21])=[O:20])=[O:7])([CH3:4])([CH3:2])[CH3:3], predict the reactants needed to synthesize it. The reactants are: [C:1]([O:5][C:6]([N:8]([C:23]([O:25][C:26]([CH3:29])([CH3:28])[CH3:27])=[O:24])[C@@H:9]([CH2:15][CH:16]([F:22])/[CH:17]=[CH:18]/[N+:19]([O-:21])=[O:20])[C:10]([O:12][CH2:13][CH3:14])=[O:11])=[O:7])([CH3:4])([CH3:3])[CH3:2].[BH4-].[Na+].O.OP([O-])(O)=O.[K+]. (6) The reactants are: [Cl:1][C:2]1[C:10]2[C:5](=[CH:6][C:7]([N+:11]([O-:13])=[O:12])=[CH:8][CH:9]=2)[NH:4][N:3]=1.C(=O)([O-])[O-].[K+].[K+].Cl[CH2:21][CH2:22][N:23]1[CH2:27][CH2:26][CH2:25][CH2:24]1. Given the product [Cl:1][C:2]1[C:10]2[C:5](=[CH:6][C:7]([N+:11]([O-:13])=[O:12])=[CH:8][CH:9]=2)[N:4]([CH2:21][CH2:22][N:23]2[CH2:27][CH2:26][CH2:25][CH2:24]2)[N:3]=1, predict the reactants needed to synthesize it.